Dataset: Reaction yield outcomes from USPTO patents with 853,638 reactions. Task: Predict the reaction yield, written as a fraction of the theoretical maximum amount of product (1.0 means a 100% yield; for example, 0.34 means a 34% yield). (1) The reactants are [C:1]([CH2:3][C:4]([OH:6])=O)#[N:2].[CH2:7](Cl)[CH2:8]Cl.[CH:11]1[CH:12]=[CH:13][C:14]2[N:19](O)[N:18]=[N:17][C:15]=2[CH:16]=1.[C:21]([CH2:23][C:24](OC1C(F)=C(F)C(F)=C(F)C=1F)=O)#[N:22].C[N:39]([CH:41]=O)[CH3:40]. No catalyst specified. The product is [C:1]([CH2:3][C:4]([NH:19][C@@H:14]1[CH2:8][CH2:7][C@H:12]([C:11]2[C:16]3=[C:24]4[CH:23]=[CH:21][NH:22][C:40]4=[N:39][CH:41]=[C:15]3[NH:17][N:18]=2)[CH2:13]1)=[O:6])#[N:2]. The yield is 0.0900. (2) The reactants are Cl[C:2]1[S:12][C:5]2[CH:6]3[CH:10]([CH2:11][C:4]=2[C:3]=1[C:13]#[N:14])[CH2:9][NH:8][CH2:7]3.N([O:17][C:18]([CH3:21])(C)C)=O.C[CH2:23][OH:24]. The catalyst is CC([O-])=O.CC([O-])=O.[Cu+2]. The product is [CH2:18]([O:17][C:23]([N:8]1[CH2:7][CH:6]2[CH:10]([CH2:11][C:4]3[C:3]([C:13]#[N:14])=[CH:2][S:12][C:5]=32)[CH2:9]1)=[O:24])[CH3:21]. The yield is 0.270. (3) The reactants are [C:1]([NH:4][CH2:5][CH2:6][CH:7]1[C:15]2[C:10](=[CH:11][CH:12]=[C:13]([NH:17][C:18](=[O:27])[CH2:19][CH2:20][C:21]3[CH:26]=[CH:25][CH:24]=[CH:23][CH:22]=3)[C:14]=2O)[CH2:9][CH2:8]1)(=[O:3])[CH3:2].C1(C)C=CC(S([O-])(=O)=O)=CC=1.[NH+]1C=CC=CC=1. The catalyst is C1(C)C(C)=CC=CC=1. The product is [C:21]1([CH2:20][CH2:19][C:18]2[O:27][C:14]3[C:15]4[CH:7]([CH2:6][CH2:5][NH:4][C:1](=[O:3])[CH3:2])[CH2:8][CH2:9][C:10]=4[CH:11]=[CH:12][C:13]=3[N:17]=2)[CH:26]=[CH:25][CH:24]=[CH:23][CH:22]=1. The yield is 0.290. (4) The catalyst is O.C(OCC)(=O)C. The product is [O:7]=[C:4]1[O:5][N:3]=[C:33]([C:28]2[CH:29]=[CH:30][CH:31]=[CH:32][C:27]=2[C:24]2[CH:25]=[CH:26][C:21]([CH2:20][C:19]3[C:14](=[O:13])[N:15]([C@H:41]4[CH2:46][CH2:45][C@H:44]([O:47][CH2:48][CH:49]([OH:54])[C:50]([F:52])([F:53])[F:51])[CH2:43][CH2:42]4)[C:16]4[N:17]([N:38]=[CH:39][N:40]=4)[C:18]=3[CH2:35][CH2:36][CH3:37])=[CH:22][CH:23]=2)[NH:34]1. The reactants are [Cl-].O[NH3+:3].[C:4](=[O:7])([O-])[OH:5].[Na+].CS(C)=O.[O:13]=[C:14]1[C:19]([CH2:20][C:21]2[CH:26]=[CH:25][C:24]([C:27]3[C:28]([C:33]#[N:34])=[CH:29][CH:30]=[CH:31][CH:32]=3)=[CH:23][CH:22]=2)=[C:18]([CH2:35][CH2:36][CH3:37])[N:17]2[N:38]=[CH:39][N:40]=[C:16]2[N:15]1[C@H:41]1[CH2:46][CH2:45][C@H:44]([O:47][CH2:48][CH:49]([OH:54])[C:50]([F:53])([F:52])[F:51])[CH2:43][CH2:42]1. The yield is 0.580. (5) The reactants are C(OC(=O)[NH:7][CH2:8][CH2:9][CH2:10][CH2:11][CH2:12][CH2:13][NH:14][S:15]([C:18]1[CH:23]=[CH:22][CH:21]=[CH:20][C:19]=1[N+:24]([O-:26])=[O:25])(=[O:17])=[O:16])(C)(C)C.[ClH:28]. The catalyst is C(Cl)Cl.C(OCC)(=O)C. The product is [ClH:28].[NH2:7][CH2:8][CH2:9][CH2:10][CH2:11][CH2:12][CH2:13][NH:14][S:15]([C:18]1[CH:23]=[CH:22][CH:21]=[CH:20][C:19]=1[N+:24]([O-:26])=[O:25])(=[O:16])=[O:17]. The yield is 0.950. (6) The reactants are Cl[C:2]1[N:3]=[C:4]([CH2:11][CH2:12][CH2:13][NH2:14])[C:5]2[S:10][CH2:9][CH2:8][C:6]=2[N:7]=1.[C:15]1([N:21]2[CH2:26][CH2:25][NH:24][CH2:23][CH2:22]2)[CH:20]=[CH:19][CH:18]=[CH:17][CH:16]=1.O1CCOCC1. No catalyst specified. The product is [C:15]1([N:21]2[CH2:26][CH2:25][N:24]([C:2]3[N:3]=[C:4]([CH2:11][CH2:12][CH2:13][NH2:14])[C:5]4[S:10][CH2:9][CH2:8][C:6]=4[N:7]=3)[CH2:23][CH2:22]2)[CH:20]=[CH:19][CH:18]=[CH:17][CH:16]=1. The yield is 0.550. (7) The yield is 0.650. No catalyst specified. The reactants are [Br:1][C:2]1[CH:3]=[C:4]([CH:6]=[CH:7][C:8]=1[CH3:9])[NH2:5].Cl[C:11]1[CH:16]=[CH:15][CH:14]=[CH:13][N:12]=1. The product is [Br:1][C:2]1[CH:3]=[C:4]([NH:5][C:11]2[CH:16]=[CH:15][CH:14]=[CH:13][N:12]=2)[CH:6]=[CH:7][C:8]=1[CH3:9]. (8) The product is [F:43][C:40]([F:41])([F:42])[O:39][C:35]1[CH:34]=[C:33]([NH:32][C:10]2[N:11]=[C:12]([NH2:13])[NH:8][N:9]=2)[CH:38]=[CH:37][CH:36]=1. No catalyst specified. The yield is 0.0600. The reactants are COC1C=CC(C[N:8]2[C:12]([N:13](CC3C=CC(OC)=CC=3)CC3C=CC(OC)=CC=3)=[N:11][C:10]([NH:32][C:33]3[CH:38]=[CH:37][CH:36]=[C:35]([O:39][C:40]([F:43])([F:42])[F:41])[CH:34]=3)=[N:9]2)=CC=1.C(O)(C(F)(F)F)=O.